Dataset: NCI-60 drug combinations with 297,098 pairs across 59 cell lines. Task: Regression. Given two drug SMILES strings and cell line genomic features, predict the synergy score measuring deviation from expected non-interaction effect. Cell line: MALME-3M. Synergy scores: CSS=13.7, Synergy_ZIP=-7.93, Synergy_Bliss=-6.25, Synergy_Loewe=-15.3, Synergy_HSA=-6.75. Drug 2: C1=CC=C(C(=C1)C(C2=CC=C(C=C2)Cl)C(Cl)Cl)Cl. Drug 1: C1C(C(OC1N2C=NC3=C(N=C(N=C32)Cl)N)CO)O.